Dataset: Full USPTO retrosynthesis dataset with 1.9M reactions from patents (1976-2016). Task: Predict the reactants needed to synthesize the given product. (1) Given the product [F:47][C:46]([F:49])([F:48])[C:90]([OH:91])=[O:74].[CH3:36][C:28]1[CH:29]=[C:30]([C:33](=[O:35])[NH:60][CH:57]2[CH2:58][CH2:59][N:54]([CH3:53])[CH2:55][CH2:56]2)[CH:31]=[CH:32][C:27]=1[C:24]1[CH:23]=[CH:22][C:21]([CH2:20][C@H:19]([NH:18][C:16]([C@H:13]2[CH2:12][CH2:11][C@H:10]([CH2:9][NH:8][C:6](=[O:7])[O:5][C:1]([CH3:4])([CH3:3])[CH3:2])[CH2:15][CH2:14]2)=[O:17])[C:37](=[O:52])[NH:38][C:39]2[CH:40]=[CH:41][C:42]3[NH:43][C:44]([C:46]([F:49])([F:47])[F:48])=[N:45][C:50]=3[CH:51]=2)=[CH:26][CH:25]=1, predict the reactants needed to synthesize it. The reactants are: [C:1]([O:5][C:6]([NH:8][CH2:9][C@H:10]1[CH2:15][CH2:14][C@H:13]([C:16]([NH:18][C@H:19]([C:37](=[O:52])[NH:38][C:39]2[CH:51]=[CH:50][C:42]3[NH:43][C:44]([C:46]([F:49])([F:48])[F:47])=[N:45][C:41]=3[CH:40]=2)[CH2:20][C:21]2[CH:26]=[CH:25][C:24]([C:27]3[CH:32]=[CH:31][C:30]([C:33]([OH:35])=O)=[CH:29][C:28]=3[CH3:36])=[CH:23][CH:22]=2)=[O:17])[CH2:12][CH2:11]1)=[O:7])([CH3:4])([CH3:3])[CH3:2].[CH3:53][N:54]1[CH2:59][CH2:58][CH:57]([NH2:60])[CH2:56][CH2:55]1.C(N(CC)C(C)C)(C)C.C(P1(=O)OP(=O)(CCC)OP(=O)(CCC)[O:74]1)CC.CN(C)[CH:90]=[O:91]. (2) Given the product [CH3:19][C:20]([CH3:25])([CH3:24])[C@@H:21]([NH:23][CH2:2][CH2:3][C:4]([C:6]1[CH:11]=[CH:10][C:9]([F:12])=[CH:8][CH:7]=1)=[O:5])[CH3:22], predict the reactants needed to synthesize it. The reactants are: Cl[CH2:2][CH2:3][C:4]([C:6]1[CH:11]=[CH:10][C:9]([F:12])=[CH:8][CH:7]=1)=[O:5].C([O-])([O-])=O.[K+].[K+].[CH3:19][C:20]([CH3:25])([CH3:24])[C@@H:21]([NH2:23])[CH3:22].